This data is from Reaction yield outcomes from USPTO patents with 853,638 reactions. The task is: Predict the reaction yield, written as a fraction of the theoretical maximum amount of product (1.0 means a 100% yield; for example, 0.34 means a 34% yield). (1) The reactants are [H-].[Na+].[CH3:3][N:4]1[CH2:9][CH:8]=[C:7]([C:10]2[C:18]3[C:13](=[CH:14][CH:15]=[C:16]([N+:19]([O-:21])=[O:20])[CH:17]=3)[NH:12][CH:11]=2)[CH2:6][CH2:5]1.[C:22]1([S:28](Cl)(=[O:30])=[O:29])[CH:27]=[CH:26][CH:25]=[CH:24][CH:23]=1. The catalyst is CN(C=O)C. The product is [CH3:3][N:4]1[CH2:5][CH:6]=[C:7]([C:10]2[C:18]3[C:13](=[CH:14][CH:15]=[C:16]([N+:19]([O-:21])=[O:20])[CH:17]=3)[N:12]([S:28]([C:22]3[CH:27]=[CH:26][CH:25]=[CH:24][CH:23]=3)(=[O:30])=[O:29])[CH:11]=2)[CH2:8][CH2:9]1. The yield is 0.550. (2) The reactants are [NH2:1][C:2]([CH3:6])([CH3:5])[CH2:3][OH:4].C(N(CC)CC)C.[C:14](O[C:14]([O:16][C:17]([CH3:20])([CH3:19])[CH3:18])=[O:15])([O:16][C:17]([CH3:20])([CH3:19])[CH3:18])=[O:15]. The catalyst is CN(C=O)C.O.O. The product is [C:17]([O:16][C:14]([NH:1][C:2]([CH3:6])([CH3:5])[CH2:3][OH:4])=[O:15])([CH3:20])([CH3:19])[CH3:18]. The yield is 0.680. (3) The catalyst is C(Cl)Cl. The product is [F:32][CH:2]([F:1])[C:3]1[N:7]([C:8]2[N:13]=[C:12]([N:14]3[CH2:15][CH2:16][O:17][CH2:18][CH2:19]3)[N:11]=[C:10]([N:20]3[CH2:25][CH2:24][N:23]([S:44]([N:43]([CH3:48])[CH3:42])(=[O:46])=[O:45])[CH2:22][CH2:21]3)[N:9]=2)[C:6]2[CH:26]=[CH:27][CH:28]=[C:29]([O:30][CH3:31])[C:5]=2[N:4]=1. The yield is 0.780. The reactants are [F:1][CH:2]([F:32])[C:3]1[N:7]([C:8]2[N:13]=[C:12]([N:14]3[CH2:19][CH2:18][O:17][CH2:16][CH2:15]3)[N:11]=[C:10]([N:20]3[CH2:25][CH2:24][NH:23][CH2:22][CH2:21]3)[N:9]=2)[C:6]2[CH:26]=[CH:27][CH:28]=[C:29]([O:30][CH3:31])[C:5]=2[N:4]=1.CCN(C(C)C)C(C)C.[CH3:42][N:43]([CH3:48])[S:44](Cl)(=[O:46])=[O:45].O.